From a dataset of Catalyst prediction with 721,799 reactions and 888 catalyst types from USPTO. Predict which catalyst facilitates the given reaction. (1) Reactant: [O:1]=[C:2]1[C:10]2[C:5](=[C:6]([N:11]3[CH2:16][CH2:15][CH2:14][C@@H:13]([C:17](O)=[O:18])[CH2:12]3)[CH:7]=[CH:8][CH:9]=2)[C:4](=[O:20])[N:3]1[CH2:21][C:22]1[CH:27]=[CH:26][N:25]=[CH:24][CH:23]=1.[CH3:28][O:29][C:30]1[C:31]([NH2:36])=[CH:32][CH:33]=[CH:34][CH:35]=1.F[P-](F)(F)(F)(F)F.N1(O[P+](N(C)C)(N(C)C)N(C)C)C2C=CC=CC=2N=N1. Product: [CH3:28][O:29][C:30]1[CH:35]=[CH:34][CH:33]=[CH:32][C:31]=1[NH:36][C:17]([C@@H:13]1[CH2:14][CH2:15][CH2:16][N:11]([C:6]2[CH:7]=[CH:8][CH:9]=[C:10]3[C:5]=2[C:4](=[O:20])[N:3]([CH2:21][C:22]2[CH:27]=[CH:26][N:25]=[CH:24][CH:23]=2)[C:2]3=[O:1])[CH2:12]1)=[O:18]. The catalyst class is: 1. (2) Reactant: [F:1][C:2]1[CH:7]=[CH:6][C:5]([C:8]2[N:9]=[C:10]([C@@H:13]3[CH2:18][N:17]([CH:19]=[O:20])[C@H:16]([CH3:21])[CH2:15][CH2:14]3)[O:11][CH:12]=2)=[CH:4][CH:3]=1.C(N(CC)CC)C.[F:29][C:30]1[CH:38]=[CH:37][C:33](C(Cl)=O)=[CH:32][CH:31]=1. The catalyst class is: 2. Product: [F:29][C:30]1[CH:38]=[CH:37][C:33]([C:19]([N:17]2[CH2:18][C@@H:13]([C:10]3[O:11][CH:12]=[C:8]([C:5]4[CH:6]=[CH:7][C:2]([F:1])=[CH:3][CH:4]=4)[N:9]=3)[CH2:14][CH2:15][C@H:16]2[CH3:21])=[O:20])=[CH:32][CH:31]=1. (3) Reactant: C[O:2][C:3](=[O:23])[C:4]1[CH:9]=[CH:8][C:7]([O:10][CH3:11])=[C:6]([S:12](=[O:22])(=[O:21])[N:13]([CH:15]2[CH2:20][CH2:19][CH2:18][CH2:17][CH2:16]2)[CH3:14])[CH:5]=1.[OH-].[Na+]. Product: [CH:15]1([N:13]([CH3:14])[S:12]([C:6]2[CH:5]=[C:4]([CH:9]=[CH:8][C:7]=2[O:10][CH3:11])[C:3]([OH:23])=[O:2])(=[O:22])=[O:21])[CH2:16][CH2:17][CH2:18][CH2:19][CH2:20]1. The catalyst class is: 12.